From a dataset of Full USPTO retrosynthesis dataset with 1.9M reactions from patents (1976-2016). Predict the reactants needed to synthesize the given product. Given the product [CH3:28][CH:9]1[CH2:10][CH:11]([N:18]([C:22]2[CH:27]=[CH:26][CH:25]=[CH:24][CH:23]=2)[C:19](=[O:21])[CH3:20])[C:12]2[C:17](=[CH:16][CH:15]=[CH:14][CH:13]=2)[NH:8]1, predict the reactants needed to synthesize it. The reactants are: C([N:8]1[C:17]2[C:12](=[CH:13][CH:14]=[CH:15][CH:16]=2)[CH:11]([N:18]([C:22]2[CH:27]=[CH:26][CH:25]=[CH:24][CH:23]=2)[C:19](=[O:21])[CH3:20])[CH2:10][CH:9]1[CH3:28])C1C=CC=CC=1.C([O-])=O.[NH4+].